From a dataset of Reaction yield outcomes from USPTO patents with 853,638 reactions. Predict the reaction yield, written as a fraction of the theoretical maximum amount of product (1.0 means a 100% yield; for example, 0.34 means a 34% yield). (1) The reactants are Cl[C:2]1[CH:7]=[CH:6][N:5]=[C:4]([NH:8][C:9]2[CH:14]=[CH:13][CH:12]=[C:11]([Cl:15])[CH:10]=2)[N:3]=1.CCN(C(C)C)C(C)C.[NH2:25][CH2:26][CH2:27][CH2:28][N:29]1[CH2:34][CH2:33][N:32]([C:35](=[O:37])[CH3:36])[CH2:31][CH2:30]1. The catalyst is C1COCC1. The product is [Cl:15][C:11]1[CH:10]=[C:9]([NH:8][C:4]2[N:3]=[C:2]([NH:25][CH2:26][CH2:27][CH2:28][N:29]3[CH2:30][CH2:31][N:32]([C:35](=[O:37])[CH3:36])[CH2:33][CH2:34]3)[CH:7]=[CH:6][N:5]=2)[CH:14]=[CH:13][CH:12]=1. The yield is 0.100. (2) The reactants are [F:1][C:2]1[CH:13]=[C:12]([F:14])[CH:11]=[CH:10][C:3]=1[O:4][C:5]([CH3:9])([CH3:8])[CH2:6][OH:7].[Cl:15][C:16]1[C:21]([C:22]([F:25])([F:24])[F:23])=[C:20](Cl)[CH:19]=[CH:18][N:17]=1. No catalyst specified. The product is [Cl:15][C:16]1[C:21]([C:22]([F:23])([F:24])[F:25])=[C:20]([O:7][CH2:6][C:5]([O:4][C:3]2[CH:10]=[CH:11][C:12]([F:14])=[CH:13][C:2]=2[F:1])([CH3:9])[CH3:8])[CH:19]=[CH:18][N:17]=1. The yield is 0.720. (3) The reactants are [CH2:1]([C:8]1[C:9]([NH:21][C:22](=[O:31])[CH2:23][C:24]2[CH:29]=[CH:28][C:27]([OH:30])=[CH:26][CH:25]=2)=[N:10][CH:11]=[C:12]([C:14]2[CH:19]=[CH:18][C:17]([OH:20])=[CH:16][CH:15]=2)[N:13]=1)[C:2]1[CH:7]=[CH:6][CH:5]=[CH:4][CH:3]=1.[C:32](OC(=O)C)(=[O:34])[CH3:33].C(=O)(O)[O-].[Na+].[C:44](OCC)(=[O:46])[CH3:45]. The catalyst is N1C=CC=CC=1. The product is [C:32]([O:20][C:17]1[CH:18]=[CH:19][C:14]([C:12]2[N:13]=[C:8]([CH2:1][C:2]3[CH:7]=[CH:6][CH:5]=[CH:4][CH:3]=3)[C:9]([NH:21][C:22](=[O:31])[CH2:23][C:24]3[CH:25]=[CH:26][C:27]([O:30][C:44](=[O:46])[CH3:45])=[CH:28][CH:29]=3)=[N:10][CH:11]=2)=[CH:15][CH:16]=1)(=[O:34])[CH3:33]. The yield is 0.607. (4) The product is [CH3:7][C:8]1([CH3:19])[C:17]2[C:12](=[CH:13][CH:14]=[CH:15][CH:16]=2)[NH:11][CH2:10][CH2:9]1. The reactants are [H-].[H-].[H-].[H-].[Li+].[Al+3].[CH3:7][C:8]1([CH3:19])[C:17]2[C:12](=[CH:13][CH:14]=[CH:15][CH:16]=2)[NH:11][C:10](=O)[CH2:9]1.[O-]S([O-])(=O)=O.[Na+].[Na+]. The yield is 0.930. The catalyst is C1COCC1. (5) The reactants are [OH:1]/[N:2]=[C:3](/[C@@H:5]1[C@:21]2([CH3:22])[C@H:8]([C@H:9]3[C@H:18]([CH2:19][CH2:20]2)[C@:17]2([CH3:23])[C:12](=[CH:13][C:14](=[O:24])[CH2:15][CH2:16]2)[CH2:11][CH2:10]3)[CH2:7][CH2:6]1)\[CH3:4].N1C=CC=CC=1.[C:31](OC(=O)C)(=[O:33])[CH3:32]. The catalyst is CN(C1C=CN=CC=1)C.ClCCl. The product is [C:31]([O:1]/[N:2]=[C:3](/[C@@H:5]1[C@:21]2([CH3:22])[C@H:8]([C@H:9]3[C@H:18]([CH2:19][CH2:20]2)[C@:17]2([CH3:23])[C:12](=[CH:13][C:14](=[O:24])[CH2:15][CH2:16]2)[CH2:11][CH2:10]3)[CH2:7][CH2:6]1)\[CH3:4])(=[O:33])[CH3:32]. The yield is 0.760. (6) The reactants are Br[C:2]1[C:3]([F:23])=[CH:4][C:5]2[O:11][CH2:10][CH2:9][N:8]3[C:12]([C:18]([NH:20][CH3:21])=[O:19])=[C:13]([C:15]([NH2:17])=[O:16])[N:14]=[C:7]3[C:6]=2[CH:22]=1.[N:24]1[CH:29]=[CH:28][CH:27]=[CH:26][C:25]=1[C@@:30]([OH:34])([C:32]#[CH:33])[CH3:31]. No catalyst specified. The product is [F:23][C:3]1[C:2]([C:33]#[C:32][C@:30]([OH:34])([C:25]2[CH:26]=[CH:27][CH:28]=[CH:29][N:24]=2)[CH3:31])=[CH:22][C:6]2[C:7]3[N:8]([C:12]([C:18]([NH:20][CH3:21])=[O:19])=[C:13]([C:15]([NH2:17])=[O:16])[N:14]=3)[CH2:9][CH2:10][O:11][C:5]=2[CH:4]=1. The yield is 0.0900.